From a dataset of Reaction yield outcomes from USPTO patents with 853,638 reactions. Predict the reaction yield, written as a fraction of the theoretical maximum amount of product (1.0 means a 100% yield; for example, 0.34 means a 34% yield). (1) The reactants are [F:1][C:2]([F:24])([F:23])[C:3]1[CH:4]=[C:5]([NH:9][S:10]([N:13]2[CH2:22][CH2:21][C:16]3(OCC[O:17]3)[CH2:15][CH2:14]2)(=[O:12])=[O:11])[CH:6]=[CH:7][CH:8]=1.Cl.[OH-].[Na+].O. The catalyst is CC(C)=O. The product is [O:17]=[C:16]1[CH2:21][CH2:22][N:13]([S:10]([NH:9][C:5]2[CH:6]=[CH:7][CH:8]=[C:3]([C:2]([F:23])([F:24])[F:1])[CH:4]=2)(=[O:12])=[O:11])[CH2:14][CH2:15]1. The yield is 0.900. (2) The reactants are C[O:2][C:3]([C:5]12[CH2:12][CH2:11][C:8]([C:13]3[NH:21][C:20]4[C:19](=[O:22])[N:18]([CH2:23][CH2:24][CH3:25])[C:17](=[O:26])[N:16]([CH2:27][CH2:28][CH3:29])[C:15]=4[N:14]=3)([CH2:9][CH2:10]1)[CH2:7][CH2:6]2)=O.[Li+].[BH4-].CO.Cl. The catalyst is CCOC(C)=O.C1COCC1. The product is [OH:2][CH2:3][C:5]12[CH2:10][CH2:9][C:8]([C:13]3[NH:21][C:20]4[C:19](=[O:22])[N:18]([CH2:23][CH2:24][CH3:25])[C:17](=[O:26])[N:16]([CH2:27][CH2:28][CH3:29])[C:15]=4[N:14]=3)([CH2:11][CH2:12]1)[CH2:7][CH2:6]2. The yield is 0.880. (3) The reactants are [OH:1][C:2]1[CH:3]=[C:4]([O:15][C:16]2[CH:17]=[N:18][C:19]([S:22]([CH3:25])(=[O:24])=[O:23])=[CH:20][CH:21]=2)[CH:5]=[C:6]2[C:10]=1[NH:9][C:8]([C:11]([O:13][CH3:14])=[O:12])=[CH:7]2.C(=O)([O-])[O-].[K+].[K+].O1CC[CH2:34][CH2:33]1.C(I)C. The catalyst is CN(C)C=O. The product is [CH2:33]([O:1][C:2]1[CH:3]=[C:4]([O:15][C:16]2[CH:17]=[N:18][C:19]([S:22]([CH3:25])(=[O:24])=[O:23])=[CH:20][CH:21]=2)[CH:5]=[C:6]2[C:10]=1[NH:9][C:8]([C:11]([O:13][CH3:14])=[O:12])=[CH:7]2)[CH3:34]. The yield is 0.500.